From a dataset of Reaction yield outcomes from USPTO patents with 853,638 reactions. Predict the reaction yield, written as a fraction of the theoretical maximum amount of product (1.0 means a 100% yield; for example, 0.34 means a 34% yield). (1) The reactants are [OH:1][C@H:2]([CH2:35][OH:36])[CH2:3][NH:4][C:5]([C:7]1[NH:8][C:9]([C:12]2[CH:17]=[C:16]([O:18][C:19]3[CH:24]=[CH:23][C:22]([S:25]([CH3:28])(=[O:27])=[O:26])=[CH:21][CH:20]=3)[CH:15]=[C:14]([O:29][C@@H:30]([CH3:34])[CH2:31][O:32][CH3:33])[CH:13]=2)=[CH:10][CH:11]=1)=[O:6].[CH:37]([Si:40](Cl)([CH:44]([CH3:46])[CH3:45])[CH:41]([CH3:43])[CH3:42])([CH3:39])[CH3:38].C(N(CC)CC)C.O. The catalyst is ClCCl.CN(C)C1C=CN=CC=1. The product is [OH:1][C@H:2]([CH2:35][O:36][Si:40]([CH:44]([CH3:46])[CH3:45])([CH:41]([CH3:43])[CH3:42])[CH:37]([CH3:39])[CH3:38])[CH2:3][NH:4][C:5]([C:7]1[NH:8][C:9]([C:12]2[CH:17]=[C:16]([O:18][C:19]3[CH:20]=[CH:21][C:22]([S:25]([CH3:28])(=[O:26])=[O:27])=[CH:23][CH:24]=3)[CH:15]=[C:14]([O:29][C@@H:30]([CH3:34])[CH2:31][O:32][CH3:33])[CH:13]=2)=[CH:10][CH:11]=1)=[O:6]. The yield is 0.510. (2) The reactants are C([O:8][C@H:9]1[C@H:14]([O:15]CC2C=CC=CC=2)[C@@H:13]([O:23]CC2C=CC=CC=2)[C@@H:12]([C:31]#[CH:32])[O:11][C@@H:10]1[CH2:33][O:34]CC1C=CC=CC=1)C1C=CC=CC=1.B(F)(F)F.CCOCC. The catalyst is CCS. The product is [C:31]([C@@H:12]1[C@H:13]([OH:23])[C@@H:14]([OH:15])[C@H:9]([OH:8])[C@@H:10]([CH2:33][OH:34])[O:11]1)#[CH:32]. The yield is 0.380. (3) The reactants are [C:1]([CH2:4][CH2:5][NH:6][C:7]1[CH:12]=[CH:11][C:10]([C:13]2[CH:14]=[C:15]([C:23]3[CH:28]=[CH:27][C:26]([C:29]([O:31][CH2:32][CH3:33])=[O:30])=[CH:25][CH:24]=3)[CH:16]=[CH:17][C:18]=2[CH2:19][CH2:20][CH2:21]Br)=[CH:9][C:8]=1[C:34]([CH3:37])([CH3:36])[CH3:35])(=[O:3])[CH3:2].[CH:38]1([NH2:41])[CH2:40][CH2:39]1. No catalyst specified. The product is [C:1]([CH2:4][CH2:5][NH:6][C:7]1[CH:12]=[CH:11][C:10]([C:13]2[CH:14]=[C:15]([C:23]3[CH:28]=[CH:27][C:26]([C:29]([O:31][CH2:32][CH3:33])=[O:30])=[CH:25][CH:24]=3)[CH:16]=[CH:17][C:18]=2[CH2:19][CH2:20][CH2:21][NH:41][CH:38]2[CH2:40][CH2:39]2)=[CH:9][C:8]=1[C:34]([CH3:37])([CH3:36])[CH3:35])(=[O:3])[CH3:2]. The yield is 0.570. (4) The reactants are Br[C:2]1[CH:3]=[C:4]2[C:8](=[C:9]([C:11]([OH:13])=[O:12])[CH:10]=1)[N:7]([CH3:14])[CH:6]=[C:5]2[CH:15]([CH3:17])[CH3:16].[CH3:18][C:19]1[N:24]=[CH:23][C:22](B(O)O)=[CH:21][CH:20]=1.C([O-])([O-])=O.[K+].[K+]. The catalyst is COCCOC.O.C([O-])(O)=O.[Na+].C1C=CC(P(C2C=CC=CC=2)[C-]2C=CC=C2)=CC=1.C1C=CC(P(C2C=CC=CC=2)[C-]2C=CC=C2)=CC=1.Cl[Pd]Cl.[Fe+2].C(Cl)Cl. The product is [CH3:14][N:7]1[C:8]2[C:4](=[CH:3][C:2]([C:22]3[CH:23]=[N:24][C:19]([CH3:18])=[CH:20][CH:21]=3)=[CH:10][C:9]=2[C:11]([OH:13])=[O:12])[C:5]([CH:15]([CH3:17])[CH3:16])=[CH:6]1. The yield is 0.666. (5) The reactants are CC(C)([O:4][C@@H:5]1[C@@:9]2([CH3:23])[CH2:10][CH2:11][C@H:12]3[C@H:21]([C@@H:8]2[CH2:7][CH2:6]1)[CH2:20][C@H:19]1[C:14](=[CH:15][C:16](=[O:22])[CH2:17][CH2:18]1)[CH2:13]3)C.Cl. The catalyst is CO. The product is [OH:4][C@@H:5]1[C@@:9]2([CH3:23])[CH2:10][CH2:11][C@H:12]3[C@H:21]([C@@H:8]2[CH2:7][CH2:6]1)[CH2:20][C@H:19]1[C:14](=[CH:15][C:16](=[O:22])[CH2:17][CH2:18]1)[CH2:13]3. The yield is 0.680. (6) The reactants are C(OC([NH:8][CH:9]1[C:18]2[C:13](=[CH:14][CH:15]=[C:16]([NH:19][C:20]([C:22]3[C:31](=[O:32])[C:30]4[C:25](=[CH:26][CH:27]=[CH:28][CH:29]=4)[NH:24][CH:23]=3)=[O:21])[CH:17]=2)[CH2:12][CH2:11][CH2:10]1)=O)(C)(C)C.C(O)(C(F)(F)F)=O. The catalyst is ClCCl. The product is [NH2:8][CH:9]1[C:18]2[C:13](=[CH:14][CH:15]=[C:16]([NH:19][C:20]([C:22]3[C:31](=[O:32])[C:30]4[C:25](=[CH:26][CH:27]=[CH:28][CH:29]=4)[NH:24][CH:23]=3)=[O:21])[CH:17]=2)[CH2:12][CH2:11][CH2:10]1. The yield is 0.930. (7) The reactants are [CH2:1]([OH:12])[C@H:2]([C@H:4]([C@@H:6]([C@@H:8]([CH2:10][OH:11])[OH:9])[OH:7])[OH:5])[OH:3].CO[C:15](OC)([CH3:17])[CH3:16].C(=O)(O)[O-].[Na+].O1C[CH2:28][CH2:27][CH2:26]1. The catalyst is CN(C)C=O.O.C1(C)C=CC(S(O)(=O)=O)=CC=1. The product is [CH3:16][C:15]1([CH3:17])[O:9][C@@H:8]([C@@H:6]([OH:7])[C@H:4]([OH:5])[C@@H:2]2[O:3][C:27]([CH3:28])([CH3:26])[O:12][CH2:1]2)[CH2:10][O:11]1. The yield is 0.473. (8) The reactants are [CH2:1]([C:5]1[N:6]=[C:7]([CH3:27])[NH:8][C:9](=[O:26])[C:10]=1[CH2:11][C:12]1[CH:17]=[CH:16][C:15]([C:18]2[C:19]([C:24]#[N:25])=[CH:20][CH:21]=[CH:22][CH:23]=2)=[CH:14][CH:13]=1)[CH2:2][CH2:3][CH3:4].N(C(N1CCCCC1)=O)=NC(N1CCCCC1)=O.C(P(CCCC)CCCC)CCC.[CH3:59][C:60]1[S:61][C:62]([CH2:66]O)=[C:63]([CH3:65])[N:64]=1. The catalyst is C(OCC)(=O)C.O1CCCC1. The product is [CH2:1]([C:5]1[N:6]=[C:7]([CH3:27])[N:8]([CH2:66][C:62]2[S:61][C:60]([CH3:59])=[N:64][C:63]=2[CH3:65])[C:9](=[O:26])[C:10]=1[CH2:11][C:12]1[CH:17]=[CH:16][C:15]([C:18]2[C:19]([C:24]#[N:25])=[CH:20][CH:21]=[CH:22][CH:23]=2)=[CH:14][CH:13]=1)[CH2:2][CH2:3][CH3:4]. The yield is 0.990. (9) The reactants are [F:1][C:2]([F:12])([F:11])[O:3][C:4]1[CH:10]=[CH:9][CH:8]=[CH:7][C:5]=1[NH2:6].P(=O)(O)(O)O.[N+]([O-])(O)=O.[N:22]([O-])=O.[Na+].C([O-])(=O)C.[K+].[C:31]([CH2:34][C:35](=[O:37])[CH3:36])(=[O:33])[CH3:32]. The catalyst is O.C(O)C. The product is [F:1][C:2]([F:11])([F:12])[O:3][C:4]1[CH:10]=[CH:9][CH:8]=[CH:7][C:5]=1[NH:6][N:22]=[C:34]([C:35](=[O:37])[CH3:36])[C:31](=[O:33])[CH3:32]. The yield is 0.800. (10) The reactants are OCC[C:4]1[O:5][C:6]2[CH:12]=[CH:11][C:10]([C:13]3[CH:20]=[CH:19][C:16]([C:17]#[N:18])=[CH:15][CH:14]=3)=[CH:9][C:7]=2[CH:8]=1.[CH2:21](N(CC)CC)[CH3:22].[CH3:28][S:29](Cl)(=[O:31])=[O:30]. The catalyst is ClCCl. The product is [CH3:21][CH2:22][CH2:28][S:29]([C:4]1[O:5][C:6]2[CH:12]=[CH:11][C:10]([C:13]3[CH:14]=[CH:15][C:16]([C:17]#[N:18])=[CH:19][CH:20]=3)=[CH:9][C:7]=2[CH:8]=1)(=[O:31])=[O:30]. The yield is 0.890.